Dataset: Reaction yield outcomes from USPTO patents with 853,638 reactions. Task: Predict the reaction yield, written as a fraction of the theoretical maximum amount of product (1.0 means a 100% yield; for example, 0.34 means a 34% yield). (1) The reactants are [CH3:1][C:2]([CH3:60])([CH2:10][C:11]([O:13][C@H:14]1[CH2:31][CH2:30][C@@:29]2([CH3:32])[C@@H:16]([CH2:17][CH2:18][C@:19]3([CH3:57])[C@@H:28]2[CH2:27][CH2:26][C@H:25]2[C@@:20]3([CH3:56])[CH2:21][CH2:22][C@@:23]3(/[CH:40]=[C:41](\[CH3:55])/[C:42]([NH:44][C:45]4([C:48]5[CH:53]=[CH:52][CH:51]=[C:50]([Cl:54])[CH:49]=5)[CH2:47][CH2:46]4)=[O:43])[CH2:35][C:34](=[O:36])[C:33]([CH:37]([CH3:39])[CH3:38])=[C:24]32)[C:15]1([CH3:59])[CH3:58])=[O:12])[C:3]([O:5]C(C)(C)C)=[O:4].C(O)(C(F)(F)F)=O.CC#N.O. The catalyst is C(Cl)Cl. The product is [Cl:54][C:50]1[CH:49]=[C:48]([C:45]2([NH:44][C:42](=[O:43])/[C:41](/[CH3:55])=[CH:40]/[C@:23]34[CH2:35][C:34](=[O:36])[C:33]([CH:37]([CH3:38])[CH3:39])=[C:24]3[C@@H:25]3[C@@:20]([CH3:56])([CH2:21][CH2:22]4)[C@@:19]4([CH3:57])[C@@H:28]([C@:29]5([CH3:32])[C@@H:16]([CH2:17][CH2:18]4)[C:15]([CH3:58])([CH3:59])[C@@H:14]([O:13][C:11](=[O:12])[CH2:10][C:2]([CH3:1])([CH3:60])[C:3]([OH:5])=[O:4])[CH2:31][CH2:30]5)[CH2:27][CH2:26]3)[CH2:47][CH2:46]2)[CH:53]=[CH:52][CH:51]=1. The yield is 0.480. (2) The reactants are C([O:3][C:4]([C:6]1[CH:7]=[N:8][N:9]([C:11]2[NH:20][C:19](=[O:21])[C:18]3[C:13](=[CH:14][C:15]([CH3:31])=[C:16]([O:22][C:23]4[C:28]([CH3:29])=[CH:27][CH:26]=[CH:25][C:24]=4[CH3:30])[CH:17]=3)[N:12]=2)[CH:10]=1)=[O:5])C.[OH-].[K+]. The catalyst is C1COCC1. The product is [CH3:29][C:28]1[CH:27]=[CH:26][CH:25]=[C:24]([CH3:30])[C:23]=1[O:22][C:16]1[CH:17]=[C:18]2[C:13](=[CH:14][C:15]=1[CH3:31])[N:12]=[C:11]([N:9]1[CH:10]=[C:6]([C:4]([OH:5])=[O:3])[CH:7]=[N:8]1)[NH:20][C:19]2=[O:21]. The yield is 0.930. (3) The reactants are [CH:1](=O)[C:2]1[CH:7]=[CH:6][C:5]([O:8][CH3:9])=[CH:4][CH:3]=1.C(=O)(O)[O-].[Na+].Cl.[NH2:17][OH:18].ClN1C(=O)[CH2:23][CH2:22][C:21]1=[O:26].C(O)C#C.C(N(CC)CC)C. The catalyst is C(O)C.ClCCl.O. The product is [CH3:9][O:8][C:5]1[CH:6]=[CH:7][C:2]([C:1]2[CH:23]=[C:22]([CH2:21][OH:26])[O:18][N:17]=2)=[CH:3][CH:4]=1. The yield is 0.650. (4) The reactants are [NH2:1][C:2]1[C:3]2[N:4]([C:8]([C:25]3[CH:26]=[C:27]([CH:40]=[CH:41][CH:42]=3)[CH2:28][N:29]3C(=O)C4C(=CC=CC=4)C3=O)=[N:9][C:10]=2[C:11]2[CH:16]=[CH:15][CH:14]=[C:13]([O:17][CH2:18][C:19]3[CH:24]=[CH:23][CH:22]=[CH:21][CH:20]=3)[CH:12]=2)[CH:5]=[CH:6][N:7]=1. The catalyst is C(Cl)Cl. The product is [NH2:29][CH2:28][C:27]1[CH:26]=[C:25]([C:8]2[N:4]3[CH:5]=[CH:6][N:7]=[C:2]([NH2:1])[C:3]3=[C:10]([C:11]3[CH:16]=[CH:15][CH:14]=[C:13]([O:17][CH2:18][C:19]4[CH:20]=[CH:21][CH:22]=[CH:23][CH:24]=4)[CH:12]=3)[N:9]=2)[CH:42]=[CH:41][CH:40]=1. The yield is 0.430. (5) The reactants are [C:1]([N:4]1[C:12]2[C:7](=[CH:8][C:9]([NH2:13])=[CH:10][CH:11]=2)[CH2:6][CH2:5]1)(=O)[CH3:2].[H-].[H-].[H-].[H-].[Li+].[Al+3]. The catalyst is C1COCC1. The product is [CH2:1]([N:4]1[C:12]2[C:7](=[CH:8][C:9]([NH2:13])=[CH:10][CH:11]=2)[CH2:6][CH2:5]1)[CH3:2]. The yield is 0.670. (6) The yield is 1.00. The product is [I:9][C:7]1[CH:6]=[CH:5][C:3]2[N:4]=[C:10]([SH:15])[S:14][C:2]=2[CH:8]=1. The catalyst is CN(C=O)C.O.Cl. The reactants are F[C:2]1[CH:8]=[C:7]([I:9])[CH:6]=[CH:5][C:3]=1[NH2:4].[C:10]([S-:15])(=[S:14])OCC.[Na+]. (7) The yield is 0.410. The reactants are [C:1]([O:6][CH3:7])(=[O:5])/[CH:2]=[CH:3]/[CH3:4].C1(C)C=CC=CC=1P(C1C=CC=CC=1C)C1C=CC=CC=1C.C(N(CC)CC)C.[NH2:37][C:38]1[CH:43]=[CH:42][C:41](Br)=[CH:40][N:39]=1. The product is [CH3:7][O:6][C:1](=[O:5])[CH:2]=[C:3]([C:41]1[CH:40]=[N:39][C:38]([NH2:37])=[CH:43][CH:42]=1)[CH3:4]. The catalyst is CN(C=O)C.C(OCC)(=O)C.C1C=CC(/C=C/C(/C=C/C2C=CC=CC=2)=O)=CC=1.C1C=CC(/C=C/C(/C=C/C2C=CC=CC=2)=O)=CC=1.C1C=CC(/C=C/C(/C=C/C2C=CC=CC=2)=O)=CC=1.[Pd].[Pd].